This data is from Experimentally validated miRNA-target interactions with 360,000+ pairs, plus equal number of negative samples. The task is: Binary Classification. Given a miRNA mature sequence and a target amino acid sequence, predict their likelihood of interaction. (1) The miRNA is hsa-miR-196b-5p with sequence UAGGUAGUUUCCUGUUGUUGGG. The protein sequence of the target gene is MKLSRQFTVFGSAIFCVVIFSLYLMLDRGHLDYPRGPRQEGSFPQGQLSILQEKIDHLERLLAENNEIISNIRDSVINLSESVEDGPRGSPGNASQGSIHLHSPQLALQADPRDCLFASQSGSQPRDVQMLDVYDLIPFDNPDGGVWKQGFDIKYEADEWDHEPLQVFVVPHSHNDPGWLKTFNDYFRDKTQYIFNNMVLKLKEDSSRKFMWSEISYLAKWWDIIDIPKKEAVKSLLQNGQLEIVTGGWVMPDEATPHYFALIDQLIEGHQWLEKNLGVKPRSGWAIDPFGHSPTMAYLL.... Result: 0 (no interaction). (2) The miRNA is mmu-miR-148b-3p with sequence UCAGUGCAUCACAGAACUUUGU. The protein sequence of the target gene is MESDNLQDPQEETLTCSICQGIFMNPVYLKCGHKFCEACLLLFQEDIKFPAYCPMCMQPFNQEYINDISLKKQVSIVRKKRLMEYLNSEEHKCVTHKAKKMIFCDKSKILLCHLCSDSQEHSGHTHCSIDVAVQEKMEELLKHMDSLWRRLKIQQNYVEKERRTTLWWLKSMKLREEVIKRVYGKQCPPLSEERDQHIECLRHQSNTTLEELRKSEATIVHERNQLTEVYRELMTMSQRPYQELLVQDLDDLFRRSKLAAKLDMPQGMIPRLRAHSIPGLTARLNSFRVKISFKHSIMFG.... Result: 1 (interaction). (3) The miRNA is hsa-miR-301b-5p with sequence GCUCUGACGAGGUUGCACUACU. The protein sequence of the target gene is MTSQSQGIHQLLQAEKRAKDKLEEAKKRKGKRLKQAKEEAMVEIDQYRMQRDKEFRLKQSKIMGSQNNLSDEIEEQTLGKIQELNGHYNKYMESVMNQLLSMVCDMKPEIHVNYRATN. Result: 0 (no interaction). (4) The miRNA is hsa-miR-6838-5p with sequence AAGCAGCAGUGGCAAGACUCCU. Result: 1 (interaction). The protein sequence of the target gene is MTIVDKASESSDPSAYQNQPGSSEAVSPGDMDAGSASWGAVSSLNDVSNHTLSLGPVPGAVVYSSSSVPDKSKPSPQKDQALGDGIAPPQKVLFPSEKICLKWQQTHRVGAGLQNLGNTCFANAALQCLTYTPPLANYMLSHEHSKTCHAEGFCMMCTMQAHITQALSNPGDVIKPMFVINEMRRIARHFRFGNQEDAHEFLQYTVDAMQKACLNGSNKLDRHTQATTLVCQIFGGYLRSRVKCLNCKGVSDTFDPYLDITLEIKAAQSVNKALEQFVKPEQLDGENSYKCSKCKKMVPA.... (5) The miRNA is hsa-miR-7153-3p with sequence CACCAUGGACGGUUUACC. The protein sequence of the target gene is MKYTKQNFMMSVLGIIIYVTDLIVDIWVSVRFFHEGQYVFSALALSFMLFGTLVAQCFSYSWFKADLKKAGQESQHCFLLLHCLQGGVFTRYWFALKRGYHAAFKYDSNTSNFVEEQIDLHKEVIDRVTDLSMLRLFETYLEGCPQLILQLYILLEHGQANFSQYAAIMVSCCAISWSTVDYQVALRKSLPDKKLLNGLCPKITYLFYKLFTLLSWMLSVVLLLFLNVKIALFLLLFLWLLGIIWAFKNNTQFCTCISMEFLYRIVVGFILIFTFFNIKGQNTKCPMSCYYIVRVLGTLG.... Result: 1 (interaction). (6) The protein sequence of the target gene is MASPRTITIMALSVALGLFFVFMGTIKLTPRLSKDAYSEMKRAYKSYVRALPLLKKMGINSILLRKSIGALEVACGIVMTLVPGRPKDVANFFLLLLVLAVLFFHQLVGDPLKRYAHALVFGILLTCRLLIARKPEDRSSEKKALPESAEEQPSLYEKAPQGKVKVS. The miRNA is hsa-miR-1293 with sequence UGGGUGGUCUGGAGAUUUGUGC. Result: 0 (no interaction).